Dataset: NCI-60 drug combinations with 297,098 pairs across 59 cell lines. Task: Regression. Given two drug SMILES strings and cell line genomic features, predict the synergy score measuring deviation from expected non-interaction effect. (1) Drug 1: CC12CCC3C(C1CCC2=O)CC(=C)C4=CC(=O)C=CC34C. Drug 2: B(C(CC(C)C)NC(=O)C(CC1=CC=CC=C1)NC(=O)C2=NC=CN=C2)(O)O. Cell line: SW-620. Synergy scores: CSS=21.8, Synergy_ZIP=-2.42, Synergy_Bliss=-13.0, Synergy_Loewe=-17.3, Synergy_HSA=-12.2. (2) Drug 1: C1=NC2=C(N1)C(=S)N=C(N2)N. Drug 2: C(=O)(N)NO. Cell line: SR. Synergy scores: CSS=34.0, Synergy_ZIP=-6.35, Synergy_Bliss=-9.58, Synergy_Loewe=-27.3, Synergy_HSA=-8.48. (3) Drug 1: C1=NC(=NC(=O)N1C2C(C(C(O2)CO)O)O)N. Drug 2: C1CN(CCN1C(=O)CCBr)C(=O)CCBr. Cell line: OVCAR3. Synergy scores: CSS=13.6, Synergy_ZIP=-1.12, Synergy_Bliss=9.83, Synergy_Loewe=-2.73, Synergy_HSA=4.35.